From a dataset of Catalyst prediction with 721,799 reactions and 888 catalyst types from USPTO. Predict which catalyst facilitates the given reaction. Reactant: [Br:1][C:2]1[CH:3]=[CH:4][CH:5]=[C:6]2[C:11]=1[N:10]=[C:9](Cl)[N:8]=[C:7]2[NH2:13].[C:14]([NH2:18])([CH3:17])([CH3:16])[CH3:15]. Product: [Br:1][C:2]1[CH:3]=[CH:4][CH:5]=[C:6]2[C:11]=1[N:10]=[C:9]([NH:18][C:14]([CH3:17])([CH3:16])[CH3:15])[N:8]=[C:7]2[NH2:13]. The catalyst class is: 37.